This data is from Catalyst prediction with 721,799 reactions and 888 catalyst types from USPTO. The task is: Predict which catalyst facilitates the given reaction. (1) Reactant: [S:1]1[CH:5]=[CH:4][N:3]=[C:2]1[NH2:6].Br[CH2:8][C:9]([C:11]1[CH:16]=[CH:15][C:14]([O:17][CH2:18][C:19]2[CH:28]=[CH:27][C:26]3[C:21](=[CH:22][CH:23]=[C:24]([F:29])[CH:25]=3)[N:20]=2)=[CH:13][C:12]=1[C:30]1([C:35]2[CH:40]=[CH:39][CH:38]=[CH:37][CH:36]=2)[CH2:33][CH:32]([CH3:34])[CH2:31]1)=O. Product: [F:29][C:24]1[CH:25]=[C:26]2[C:21](=[CH:22][CH:23]=1)[N:20]=[C:19]([CH2:18][O:17][C:14]1[CH:15]=[CH:16][C:11]([C:9]3[N:6]=[C:2]4[N:3]([CH:8]=3)[CH:4]=[CH:5][S:1]4)=[C:12]([C:30]3([C:35]4[CH:36]=[CH:37][CH:38]=[CH:39][CH:40]=4)[CH2:31][CH:32]([CH3:34])[CH2:33]3)[CH:13]=1)[CH:28]=[CH:27]2. The catalyst class is: 14. (2) Reactant: [N:1]1[CH:6]=[CH:5][CH:4]=[CH:3][C:2]=1[CH:7]=O.[NH2:9][C:10]1[CH:15]=[CH:14][CH:13]=[CH:12][C:11]=1[OH:16]. Product: [N:1]1[CH:6]=[CH:5][CH:4]=[CH:3][C:2]=1[CH2:7][N:9]=[C:10]1[CH:15]=[CH:14][CH:13]=[CH:12][CH:11]1[OH:16]. The catalyst class is: 212. (3) Reactant: [NH2:1][C:2]1[CH:10]=[C:9]([F:11])[CH:8]=[C:7]([F:12])[C:3]=1[C:4]([NH2:6])=[O:5].[N:13]1[CH:18]=[CH:17][C:16]([CH:19]=O)=[CH:15][CH:14]=1.S([O-])(O)=O.[Na+].C1(C)C=CC(S(O)(=O)=O)=CC=1. Product: [F:12][C:7]1[CH:8]=[C:9]([F:11])[CH:10]=[C:2]2[C:3]=1[C:4](=[O:5])[NH:6][C:19]([C:16]1[CH:17]=[CH:18][N:13]=[CH:14][CH:15]=1)=[N:1]2. The catalyst class is: 80. (4) Reactant: [CH:1]1[C:11]2[CH2:10][C:9]3([CH2:15][CH2:14][CH:13]([N:16]4[CH2:21][CH2:20][CH2:19][C:18]([F:26])([C:22]([O:24]C)=[O:23])[CH2:17]4)[CH2:12]3)[C:8]3[CH:27]=[CH:28][CH:29]=[CH:30][C:7]=3[CH2:6][C:5]=2[CH:4]=[CH:3][CH:2]=1.[Li+].[OH-].C(OCC)C. Product: [CH:1]1[C:11]2[CH2:10][C:9]3([CH2:15][CH2:14][CH:13]([N:16]4[CH2:21][CH2:20][CH2:19][C:18]([F:26])([C:22]([OH:24])=[O:23])[CH2:17]4)[CH2:12]3)[C:8]3[CH:27]=[CH:28][CH:29]=[CH:30][C:7]=3[CH2:6][C:5]=2[CH:4]=[CH:3][CH:2]=1. The catalyst class is: 30. (5) Reactant: [Cl:1][C:2]1[CH:11]=[C:10]2[C:5]([CH:6]=[CH:7][C:8]([S:12]([NH:15][C:16]([C:18]3[CH:23]=[CH:22][C:21]([C:24]4[C:29]([C:30]([O:32]CC)=[O:31])=[CH:28][N:27]=[C:26]([N:35]([CH2:40][CH2:41][CH2:42][CH3:43])[CH2:36][CH2:37][CH2:38][CH3:39])[N:25]=4)=[C:20]([C:44]([N:46]4[CH2:55][CH2:54][C:53]5[C:48](=[CH:49][CH:50]=[CH:51][CH:52]=5)[CH2:47]4)=[O:45])[CH:19]=3)=[O:17])(=[O:14])=[O:13])=[CH:9]2)=[CH:4][CH:3]=1.[OH-].[Na+].Cl. Product: [Cl:1][C:2]1[CH:11]=[C:10]2[C:5]([CH:6]=[CH:7][C:8]([S:12]([NH:15][C:16]([C:18]3[CH:23]=[CH:22][C:21]([C:24]4[C:29]([C:30]([OH:32])=[O:31])=[CH:28][N:27]=[C:26]([N:35]([CH2:40][CH2:41][CH2:42][CH3:43])[CH2:36][CH2:37][CH2:38][CH3:39])[N:25]=4)=[C:20]([C:44]([N:46]4[CH2:55][CH2:54][C:53]5[C:48](=[CH:49][CH:50]=[CH:51][CH:52]=5)[CH2:47]4)=[O:45])[CH:19]=3)=[O:17])(=[O:14])=[O:13])=[CH:9]2)=[CH:4][CH:3]=1. The catalyst class is: 36. (6) Reactant: [F:1][C:2]1[CH:3]=[C:4]2[C:9](=[CH:10][CH:11]=1)[N:8]=[C:7]([C:12](=[N:14][S@@:15]([C:17]([CH3:20])([CH3:19])[CH3:18])=[O:16])[CH3:13])[C:6]([C:21]1[CH:26]=[CH:25][CH:24]=[C:23]([S:27]([CH3:30])(=[O:29])=[O:28])[N:22]=1)=[CH:5]2.CCC(C)[BH-](C(C)CC)C(C)CC.[Li+]. Product: [F:1][C:2]1[CH:3]=[C:4]2[C:9](=[CH:10][CH:11]=1)[N:8]=[C:7]([C@@H:12]([NH:14][S@@:15]([C:17]([CH3:20])([CH3:18])[CH3:19])=[O:16])[CH3:13])[C:6]([C:21]1[CH:26]=[CH:25][CH:24]=[C:23]([S:27]([CH3:30])(=[O:28])=[O:29])[N:22]=1)=[CH:5]2. The catalyst class is: 1. (7) Reactant: [Cl:1][C:2]1[N:7]=[C:6]2[C:8]([CH3:22])([CH3:21])[N:9](CC3C=CC(OC)=CC=3)[C:10](=[O:11])[C:5]2=[CH:4][CH:3]=1.O.CCOC(C)=O. Product: [Cl:1][C:2]1[N:7]=[C:6]2[C:8]([CH3:22])([CH3:21])[NH:9][C:10](=[O:11])[C:5]2=[CH:4][CH:3]=1. The catalyst class is: 23.